This data is from Catalyst prediction with 721,799 reactions and 888 catalyst types from USPTO. The task is: Predict which catalyst facilitates the given reaction. (1) Reactant: [CH2:1]([C:5]1[N:6]([CH2:15][C:16]2[CH:21]=[CH:20][C:19]([C:22]3[C:23]([C:28]#[N:29])=[CH:24][CH:25]=[CH:26][CH:27]=3)=[CH:18][CH:17]=2)[C:7](=[O:14])[C:8]([CH:12]=[O:13])=[C:9]([CH3:11])[N:10]=1)[CH2:2][CH2:3][CH3:4].[C:30]1([Mg]Br)[CH:35]=[CH:34][CH:33]=[CH:32][CH:31]=1.[Cl-].[NH4+]. Product: [CH2:1]([C:5]1[N:6]([CH2:15][C:16]2[CH:17]=[CH:18][C:19]([C:22]3[C:23]([C:28]#[N:29])=[CH:24][CH:25]=[CH:26][CH:27]=3)=[CH:20][CH:21]=2)[C:7](=[O:14])[C:8]([CH:12]([OH:13])[C:30]2[CH:35]=[CH:34][CH:33]=[CH:32][CH:31]=2)=[C:9]([CH3:11])[N:10]=1)[CH2:2][CH2:3][CH3:4]. The catalyst class is: 54. (2) Reactant: [NH2:1][C:2]1[NH:30][CH2:29][C:28]2[CH:31]=[C:32]([Cl:33])[C:25](=[C:26]([Cl:34])[CH:27]=2)[NH:24][C:23](=[O:35])[CH2:22][NH:21][CH2:20][CH2:19][CH2:18][CH:17]=[CH:16][CH2:15][O:14][C:13]2[CH:36]=[CH:37][C:10](=[CH:11][CH:12]=2)[C:9]2[C:5](=[C:6]([CH3:38])[S:7][N:8]=2)[C:4](=[O:39])[N:3]=1.[CH:40](=O)[C:41]1[CH:46]=[CH:45][CH:44]=[CH:43][CH:42]=1.C(O[BH-](OC(=O)C)OC(=O)C)(=O)C.[Na+].C(OC)(OC)OC. Product: [NH2:1][C:2]1[NH:30][CH2:29][C:28]2[CH:27]=[C:26]([Cl:34])[C:25](=[C:32]([Cl:33])[CH:31]=2)[NH:24][C:23](=[O:35])[CH2:22][N:21]([CH2:40][C:41]2[CH:46]=[CH:45][CH:44]=[CH:43][CH:42]=2)[CH2:20][CH2:19][CH2:18][CH:17]=[CH:16][CH2:15][O:14][C:13]2[CH:12]=[CH:11][C:10](=[CH:37][CH:36]=2)[C:9]2[C:5](=[C:6]([CH3:38])[S:7][N:8]=2)[C:4](=[O:39])[N:3]=1. The catalyst class is: 15.